From a dataset of Catalyst prediction with 721,799 reactions and 888 catalyst types from USPTO. Predict which catalyst facilitates the given reaction. (1) Reactant: Br[C:2]1[CH:3]=[C:4]2[C:9](=[CH:10][CH:11]=1)[NH:8][C:7](=[O:12])[NH:6][C:5]2([CH2:17][NH:18][C:19](=[O:27])[C:20]1[CH:25]=[CH:24][C:23]([F:26])=[CH:22][CH:21]=1)[C:13]([F:16])([F:15])[F:14].[NH:28]1[C:32](B(O)O)=[CH:31][CH:30]=[N:29]1.O.O.O.P([O-])([O-])([O-])=O.[K+].[K+].[K+]. Product: [F:26][C:23]1[CH:24]=[CH:25][C:20]([C:19]([NH:18][CH2:17][C:5]2([C:13]([F:14])([F:15])[F:16])[C:4]3[C:9](=[CH:10][CH:11]=[C:2]([C:30]4[NH:29][N:28]=[CH:32][CH:31]=4)[CH:3]=3)[NH:8][C:7](=[O:12])[NH:6]2)=[O:27])=[CH:21][CH:22]=1. The catalyst class is: 384. (2) Reactant: [O:1]([C:8]1[CH:13]=[CH:12][C:11]([CH2:14][C:15]([OH:17])=O)=[CH:10][CH:9]=1)[C:2]1[CH:7]=[CH:6][CH:5]=[CH:4][CH:3]=1.[CH2:18](Cl)CCl.C1C=CC2N(O)N=NC=2C=1.CCN(CC)CC.[S:39]1[CH:43]=[CH:42][N:41]=[C:40]1[CH2:44][NH:45][C:46]1[C:54]2[C:49](=[CH:50][CH:51]=[C:52]([NH2:55])[CH:53]=2)[NH:48][N:47]=1. Product: [CH2:2]([O:1][C:8]1[CH:9]=[CH:10][C:11]([CH2:14][C:15]([NH:55][C:52]2[CH:53]=[C:54]3[C:49](=[CH:50][CH:51]=2)[NH:48][N:47]=[C:46]3[NH:45][CH2:44][C:40]2[S:39][CH:43]=[CH:42][N:41]=2)=[O:17])=[CH:12][CH:13]=1)[C:7]1[CH:6]=[CH:5][CH:4]=[CH:3][CH:18]=1. The catalyst class is: 39.